This data is from Catalyst prediction with 721,799 reactions and 888 catalyst types from USPTO. The task is: Predict which catalyst facilitates the given reaction. Reactant: [CH3:1][NH:2][C:3]([CH:5]1[CH2:10][CH2:9][N:8]([C:11]2[CH:16]=[CH:15][N:14]=[CH:13][CH:12]=2)[CH2:7][CH2:6]1)=O.[H-].[Al+3].[Li+].[H-].[H-].[H-].O.[OH-].[Na+]. Product: [CH3:1][NH:2][CH2:3][CH:5]1[CH2:10][CH2:9][N:8]([C:11]2[CH:16]=[CH:15][N:14]=[CH:13][CH:12]=2)[CH2:7][CH2:6]1. The catalyst class is: 1.